This data is from Peptide-MHC class I binding affinity with 185,985 pairs from IEDB/IMGT. The task is: Regression. Given a peptide amino acid sequence and an MHC pseudo amino acid sequence, predict their binding affinity value. This is MHC class I binding data. (1) The peptide sequence is IPTNYLRREV. The MHC is HLA-B07:02 with pseudo-sequence HLA-B07:02. The binding affinity (normalized) is 0.778. (2) The peptide sequence is ITLWQRPLV. The MHC is HLA-A32:01 with pseudo-sequence HLA-A32:01. The binding affinity (normalized) is 0. (3) The peptide sequence is SYPPPPASF. The MHC is HLA-A01:01 with pseudo-sequence HLA-A01:01. The binding affinity (normalized) is 0.0847. (4) The peptide sequence is NTLISSDGAR. The MHC is HLA-A11:01 with pseudo-sequence HLA-A11:01. The binding affinity (normalized) is 0.456.